Dataset: NCI-60 drug combinations with 297,098 pairs across 59 cell lines. Task: Regression. Given two drug SMILES strings and cell line genomic features, predict the synergy score measuring deviation from expected non-interaction effect. Drug 1: CN1C(=O)N2C=NC(=C2N=N1)C(=O)N. Drug 2: CC12CCC3C(C1CCC2O)C(CC4=C3C=CC(=C4)O)CCCCCCCCCS(=O)CCCC(C(F)(F)F)(F)F. Cell line: HL-60(TB). Synergy scores: CSS=-1.46, Synergy_ZIP=-4.63, Synergy_Bliss=-2.44, Synergy_Loewe=-7.01, Synergy_HSA=-7.01.